From a dataset of Forward reaction prediction with 1.9M reactions from USPTO patents (1976-2016). Predict the product of the given reaction. (1) Given the reactants C(OC(=O)[NH:10][CH2:11][CH2:12][CH2:13][CH2:14][C:15]1[CH:20]=[CH:19][C:18]([O:21][CH2:22][CH2:23][CH2:24][C:25]2[NH:29][N:28]=[N:27][N:26]=2)=[CH:17][CH:16]=1)C1C=CC=CC=1, predict the reaction product. The product is: [NH:29]1[C:25]([CH2:24][CH2:23][CH2:22][O:21][C:18]2[CH:19]=[CH:20][C:15]([CH2:14][CH2:13][CH2:12][CH2:11][NH2:10])=[CH:16][CH:17]=2)=[N:26][N:27]=[N:28]1. (2) Given the reactants [CH2:1]([O:3][C:4](=[O:33])[CH:5]=[C:6]([N:13]1[C:21]2[C:16](=[CH:17][C:18]([O:22][CH2:23][CH2:24][O:25]CC3C=CC=CC=3)=[CH:19][CH:20]=2)[CH:15]=[CH:14]1)[C:7]1[CH:12]=[CH:11][CH:10]=[CH:9][CH:8]=1)[CH3:2], predict the reaction product. The product is: [CH2:1]([O:3][C:4](=[O:33])[CH2:5][CH:6]([N:13]1[C:21]2[C:16](=[CH:17][C:18]([O:22][CH2:23][CH2:24][OH:25])=[CH:19][CH:20]=2)[CH:15]=[CH:14]1)[C:7]1[CH:8]=[CH:9][CH:10]=[CH:11][CH:12]=1)[CH3:2].